This data is from Peptide-MHC class II binding affinity with 134,281 pairs from IEDB. The task is: Regression. Given a peptide amino acid sequence and an MHC pseudo amino acid sequence, predict their binding affinity value. This is MHC class II binding data. The peptide sequence is KTLQNDSKHQLDMII. The MHC is DRB1_0101 with pseudo-sequence DRB1_0101. The binding affinity (normalized) is 0.355.